This data is from Forward reaction prediction with 1.9M reactions from USPTO patents (1976-2016). The task is: Predict the product of the given reaction. Given the reactants [F:1][C:2]1[CH:11]=[C:10]([N:12]2[C@@H:16]3[CH2:17][O:18][CH2:19][CH2:20][C@H:15]3[NH:14][C:13]2=[O:21])[CH:9]=[CH:8][C:3]=1[C:4]([NH:6][CH3:7])=[O:5].I[C:23]1[CH:30]=[CH:29][C:26]([C:27]#[N:28])=[C:25]([C:31]([F:34])([F:33])[F:32])[CH:24]=1, predict the reaction product. The product is: [C:27]([C:26]1[CH:29]=[CH:30][C:23]([N:14]2[C@@H:15]3[CH2:20][CH2:19][O:18][CH2:17][C@H:16]3[N:12]([C:10]3[CH:9]=[CH:8][C:3]([C:4]([NH:6][CH3:7])=[O:5])=[C:2]([F:1])[CH:11]=3)[C:13]2=[O:21])=[CH:24][C:25]=1[C:31]([F:32])([F:33])[F:34])#[N:28].